This data is from Catalyst prediction with 721,799 reactions and 888 catalyst types from USPTO. The task is: Predict which catalyst facilitates the given reaction. (1) Reactant: [F:1][C:2]([F:17])([F:16])[CH:3]1[NH:8][CH2:7][CH2:6][N:5]([C:9]([O:11][C:12]([CH3:15])([CH3:14])[CH3:13])=[O:10])[CH2:4]1.CC(C)([O-])C.[Na+].Br[C:25]1[CH:30]=[CH:29][C:28]([Br:31])=[CH:27][N:26]=1.C1(P(C2C=CC=CC=2)C2C3OC4C(=CC=CC=4P(C4C=CC=CC=4)C4C=CC=CC=4)C(C)(C)C=3C=CC=2)C=CC=CC=1. Product: [Br:31][C:28]1[CH:29]=[CH:30][C:25]([N:8]2[CH2:7][CH2:6][N:5]([C:9]([O:11][C:12]([CH3:13])([CH3:14])[CH3:15])=[O:10])[CH2:4][CH:3]2[C:2]([F:1])([F:16])[F:17])=[N:26][CH:27]=1. The catalyst class is: 101. (2) Reactant: O[CH2:2][CH2:3][NH:4][C:5]1[CH2:9][S:8][C:7](=[O:10])[N:6]=1.C1(P(C2C=CC=CC=2)C2C=CC=CC=2)C=CC=CC=1.C1(C)C=CC=CC=1.N(C(OC(C)C)=O)=NC(OC(C)C)=O. Product: [N:4]1[CH2:3][CH2:2][N:6]2[C:5]=1[CH2:9][S:8][C:7]2=[O:10]. The catalyst class is: 1. (3) Reactant: [Cl:1][C:2]1[CH:8]=[C:7]([O:9][CH3:10])[C:6]([F:11])=[CH:5][C:3]=1N.Cl.NC1C=CC=CC=1.N([O-])=O.[Na+].[I-:24].[K+]. Product: [Cl:1][C:2]1[CH:8]=[C:7]([O:9][CH3:10])[C:6]([F:11])=[CH:5][C:3]=1[I:24]. The catalyst class is: 229.